Dataset: Peptide-MHC class II binding affinity with 134,281 pairs from IEDB. Task: Regression. Given a peptide amino acid sequence and an MHC pseudo amino acid sequence, predict their binding affinity value. This is MHC class II binding data. (1) The peptide sequence is PHAATIRVLALGNQE. The MHC is H-2-IAd with pseudo-sequence H-2-IAd. The binding affinity (normalized) is 0.585. (2) The peptide sequence is VSTFSSGLVWGQKYF. The MHC is HLA-DQA10104-DQB10503 with pseudo-sequence HLA-DQA10104-DQB10503. The binding affinity (normalized) is 0.270. (3) The peptide sequence is DVSGVQAPVGAITTI. The MHC is DRB1_0401 with pseudo-sequence DRB1_0401. The binding affinity (normalized) is 0. (4) The binding affinity (normalized) is 0. The MHC is DRB1_0901 with pseudo-sequence DRB1_0901. The peptide sequence is VDFQKTMKVTGVTTQGVKSL. (5) The binding affinity (normalized) is 0.363. The MHC is HLA-DPA10103-DPB10301 with pseudo-sequence HLA-DPA10103-DPB10301. The peptide sequence is HVKHFVINLIGDFEV. (6) The peptide sequence is EVVAATPTSLLISWG. The MHC is HLA-DQA10101-DQB10501 with pseudo-sequence HLA-DQA10101-DQB10501. The binding affinity (normalized) is 0.138.